The task is: Predict the reaction yield, written as a fraction of the theoretical maximum amount of product (1.0 means a 100% yield; for example, 0.34 means a 34% yield).. This data is from Reaction yield outcomes from USPTO patents with 853,638 reactions. (1) The reactants are [Br:1][C:2]([CH3:7])([CH3:6])[C:3](Br)=[O:4].[CH3:8][C:9]1[CH:15]=[C:14]([CH3:16])[CH:13]=[C:12]([CH3:17])[C:10]=1[NH2:11].C(N(CC)CC)C. The catalyst is C(Cl)Cl. The product is [Br:1][C:2]([CH3:7])([CH3:6])[C:3]([NH:11][C:10]1[C:12]([CH3:17])=[CH:13][C:14]([CH3:16])=[CH:15][C:9]=1[CH3:8])=[O:4]. The yield is 1.00. (2) The reactants are Br[C:2]1[CH:9]=[CH:8][C:7]([F:10])=[CH:6][C:3]=1[C:4]#[N:5].[Li]CCCC.[CH2:16]([Sn:20]([CH2:26][CH2:27][CH2:28][CH3:29])([CH2:22][CH2:23][CH2:24][CH3:25])Cl)[CH2:17][CH2:18][CH3:19].[NH4+].[Cl-]. The catalyst is CCOCC. The product is [F:10][C:7]1[CH:8]=[CH:9][C:2]([Sn:20]([CH2:22][CH2:23][CH2:24][CH3:25])([CH2:26][CH2:27][CH2:28][CH3:29])[CH2:16][CH2:17][CH2:18][CH3:19])=[C:3]([CH:6]=1)[C:4]#[N:5]. The yield is 1.04.